Dataset: Forward reaction prediction with 1.9M reactions from USPTO patents (1976-2016). Task: Predict the product of the given reaction. (1) Given the reactants [OH:1][C@@H:2]([C:23]1[CH:28]=[CH:27][CH:26]=[CH:25][CH:24]=1)[CH2:3][CH2:4][N:5]1[CH2:10][CH2:9][CH:8]([C:11]2[CH:12]=[C:13]([NH:17][C:18](=[O:22])[CH:19]([CH3:21])[CH3:20])[CH:14]=[CH:15][CH:16]=2)[CH2:7][CH2:6]1.[Cl:29][C:30]1[CH:35]=[CH:34][C:33](O)=[CH:32][CH:31]=1.C1(P(C2C=CC=CC=2)C2C=CC=CC=2)C=CC=CC=1.N(C(OCC)=O)=NC(OCC)=O.N, predict the reaction product. The product is: [Cl:29][C:30]1[CH:35]=[CH:34][C:33]([O:1][C@H:2]([C:23]2[CH:24]=[CH:25][CH:26]=[CH:27][CH:28]=2)[CH2:3][CH2:4][N:5]2[CH2:10][CH2:9][CH:8]([C:11]3[CH:12]=[C:13]([NH:17][C:18](=[O:22])[CH:19]([CH3:21])[CH3:20])[CH:14]=[CH:15][CH:16]=3)[CH2:7][CH2:6]2)=[CH:32][CH:31]=1. (2) Given the reactants [Cl:1][C:2]1[CH:3]=[C:4]([CH:8]=[CH:9][C:10]=1[Cl:11])[C:5]([OH:7])=O.[NH2:12][C:13]1[CH:22]=[C:21]2[C:16]([CH:17]=[CH:18][N:19]=[C:20]2[N:23]2[CH2:28][CH2:27][N:26]([CH3:29])[CH2:25][CH2:24]2)=[CH:15][CH:14]=1, predict the reaction product. The product is: [Cl:1][C:2]1[CH:3]=[C:4]([CH:8]=[CH:9][C:10]=1[Cl:11])[C:5]([NH:12][C:13]1[CH:22]=[C:21]2[C:16]([CH:17]=[CH:18][N:19]=[C:20]2[N:23]2[CH2:24][CH2:25][N:26]([CH3:29])[CH2:27][CH2:28]2)=[CH:15][CH:14]=1)=[O:7]. (3) The product is: [CH:1]([C:4]1[CH:5]=[CH:6][C:7]([O:22][CH3:23])=[C:8]([C:10]2[CH:15]=[CH:14][C:13]([C:16]([F:17])([F:18])[F:19])=[CH:12][C:11]=2[CH2:20][NH:21][C:25](=[O:26])[O:27][CH3:28])[CH:9]=1)([CH3:3])[CH3:2]. Given the reactants [CH:1]([C:4]1[CH:5]=[CH:6][C:7]([O:22][CH3:23])=[C:8]([C:10]2[CH:15]=[CH:14][C:13]([C:16]([F:19])([F:18])[F:17])=[CH:12][C:11]=2[CH2:20][NH2:21])[CH:9]=1)([CH3:3])[CH3:2].Cl[C:25]([O:27][CH3:28])=[O:26].C(N(CC)C(C)C)(C)C.O, predict the reaction product.